This data is from Full USPTO retrosynthesis dataset with 1.9M reactions from patents (1976-2016). The task is: Predict the reactants needed to synthesize the given product. (1) Given the product [CH2:20]([N:19]([CH2:17][CH3:18])[C:14]([C:10]1[CH:11]=[N:12][O:13][C:9]=1[C:6]1[CH:5]=[CH:4][C:3]([O:2][CH3:1])=[CH:8][CH:7]=1)=[O:16])[C:21]1[CH:26]=[CH:25][CH:24]=[CH:23][CH:22]=1, predict the reactants needed to synthesize it. The reactants are: [CH3:1][O:2][C:3]1[CH:8]=[CH:7][C:6]([C:9]2[O:13][N:12]=[CH:11][C:10]=2[C:14]([OH:16])=O)=[CH:5][CH:4]=1.[CH2:17]([NH:19][CH2:20][C:21]1[CH:26]=[CH:25][CH:24]=[CH:23][CH:22]=1)[CH3:18].CCCP1(OP(CCC)(=O)OP(CCC)(=O)O1)=O. (2) Given the product [N:1]1[C:5](=[C:6]2[N:10]=[N:9][N:8]=[N:7]2)[N:4]=[N:3][N:2]=1.[NH4+:11].[NH4+:1].[Cu+2:17], predict the reactants needed to synthesize it. The reactants are: [N:1]1[C:5](=[C:6]2[N:10]=[N:9][N:8]=[N:7]2)[N:4]=[N:3][N:2]=1.[NH4+:11].[NH4+].C(=O)([O-])[O-].[Cu+2:17]. (3) Given the product [Br:1][C:2]1[C:7](=[O:8])[N:6]([CH2:9][C:10]([OH:12])=[O:11])[N:5]=[CH:4][C:3]=1[NH:15][C@@H:16]1[CH2:21][C@@H:20]2[CH2:22][C@@H:18]([C:19]2([CH3:24])[CH3:23])[C@H:17]1[CH3:25], predict the reactants needed to synthesize it. The reactants are: [Br:1][C:2]1[C:7](=[O:8])[N:6]([CH2:9][C:10]([O:12]CC)=[O:11])[N:5]=[CH:4][C:3]=1[NH:15][C@@H:16]1[CH2:21][C@@H:20]2[CH2:22][C@@H:18]([C:19]2([CH3:24])[CH3:23])[C@H:17]1[CH3:25].[OH-].[Na+].C(OCC)(=O)C.